Task: Regression. Given a peptide amino acid sequence and an MHC pseudo amino acid sequence, predict their binding affinity value. This is MHC class II binding data.. Dataset: Peptide-MHC class II binding affinity with 134,281 pairs from IEDB (1) The peptide sequence is AFIVDGDNLFPKV. The MHC is DRB3_0101 with pseudo-sequence DRB3_0101. The binding affinity (normalized) is 0.895. (2) The peptide sequence is SQDLELSWNLNGLQAH. The MHC is DRB1_0802 with pseudo-sequence DRB1_0802. The binding affinity (normalized) is 0.161. (3) The peptide sequence is MGNSKSKSNPSSSSE. The MHC is DRB1_0101 with pseudo-sequence DRB1_0101. The binding affinity (normalized) is 0.0707. (4) The peptide sequence is KFDSQLARRHMARELH. The MHC is DRB1_0901 with pseudo-sequence DRB1_0901. The binding affinity (normalized) is 0.246. (5) The peptide sequence is SADFPQFKPEEITGI. The MHC is HLA-DQA10401-DQB10402 with pseudo-sequence HLA-DQA10401-DQB10402. The binding affinity (normalized) is 0.223.